From a dataset of Drug half-life prediction data from Obach et al.. Regression/Classification. Given a drug SMILES string, predict its absorption, distribution, metabolism, or excretion properties. Task type varies by dataset: regression for continuous measurements (e.g., permeability, clearance, half-life) or binary classification for categorical outcomes (e.g., BBB penetration, CYP inhibition). For this dataset (half_life_obach), we predict log10(half-life) (log10 of half-life in hours). The drug is C[N+]1(CC2CC2)CC[C@]23c4c5ccc(O)c4O[C@H]2C(=O)CC[C@@]3(O)[C@H]1C5. The log10(half-life) is 0.400.